From a dataset of Forward reaction prediction with 1.9M reactions from USPTO patents (1976-2016). Predict the product of the given reaction. (1) Given the reactants [Cl:1][C:2]1[CH:8]=[CH:7][C:5]([NH2:6])=[CH:4][CH:3]=1.[F:9][C:10]([F:21])([F:20])[C:11](=O)[CH:12]([CH3:18])[C:13](OCC)=[O:14], predict the reaction product. The product is: [Cl:1][C:2]1[CH:8]=[C:7]2[C:5](=[CH:4][CH:3]=1)[N:6]=[C:11]([C:10]([F:21])([F:20])[F:9])[C:12]([CH3:18])=[C:13]2[OH:14]. (2) Given the reactants [Br:1][C:2]1[CH:3]=[C:4]([CH:9]=[CH:10][C:11]=1[CH:12]1[CH2:14][CH2:13]1)[C:5]([O:7]C)=[O:6].[OH-].[Na+], predict the reaction product. The product is: [Br:1][C:2]1[CH:3]=[C:4]([CH:9]=[CH:10][C:11]=1[CH:12]1[CH2:13][CH2:14]1)[C:5]([OH:7])=[O:6]. (3) Given the reactants Cl[C:2]1[N:7]=[C:6]([C:8]2[C:9]([C:17]3[CH:22]=[CH:21][C:20]([F:23])=[CH:19][CH:18]=3)=[N:10][N:11]3[CH2:16][CH2:15][CH2:14][CH2:13][C:12]=23)[CH:5]=[CH:4][N:3]=1.C(N(CC)CC)C.[CH:31]1([NH2:35])[CH2:34][CH2:33][CH2:32]1, predict the reaction product. The product is: [CH:31]1([NH:35][C:2]2[N:7]=[C:6]([C:8]3[C:9]([C:17]4[CH:22]=[CH:21][C:20]([F:23])=[CH:19][CH:18]=4)=[N:10][N:11]4[CH2:16][CH2:15][CH2:14][CH2:13][C:12]=34)[CH:5]=[CH:4][N:3]=2)[CH2:34][CH2:33][CH2:32]1. (4) The product is: [Br:2][C:3]1[C:4]2[NH:9][C:15]3[CH2:16][CH2:17][N:12]([CH3:11])[CH2:13][C:14]=3[C:5]=2[CH:6]=[CH:7][CH:8]=1. Given the reactants Cl.[Br:2][C:3]1[CH:8]=[CH:7][CH:6]=[CH:5][C:4]=1[NH:9]N.[CH3:11][N:12]1[CH2:17][CH2:16][C:15](=O)[CH2:14][CH2:13]1.Cl, predict the reaction product. (5) Given the reactants Br[C:2]1[CH:10]=[C:9]([C:11]([F:14])([F:13])[F:12])[CH:8]=[C:7]2[C:3]=1[CH:4]=[CH:5][N:6]2[CH:15]([CH3:17])[CH3:16].[C:18]([Zn]C#N)#[N:19].COC1C=CC=C(OC)C=1C1C=CC=CC=1P(C1CCCCC1)C1CCCCC1.[OH-].[Na+], predict the reaction product. The product is: [CH:15]([N:6]1[C:7]2[CH:8]=[C:9]([C:11]([F:14])([F:13])[F:12])[CH:10]=[C:2]([C:18]#[N:19])[C:3]=2[CH:4]=[CH:5]1)([CH3:17])[CH3:16].